Task: Predict the product of the given reaction.. Dataset: Forward reaction prediction with 1.9M reactions from USPTO patents (1976-2016) (1) Given the reactants FC(F)(F)S(O[C:7]1[CH:15]=[CH:14][C:13]([C:16]2[N:17]([C:32]([O:34][C:35]([CH3:38])([CH3:37])[CH3:36])=[O:33])[C:18]3[C:23]([CH:24]=2)=[CH:22][C:21]([CH2:25][N:26]2[CH2:31][CH2:30][CH2:29][CH2:28][CH2:27]2)=[CH:20][CH:19]=3)=[C:12]2[C:8]=1[CH2:9][NH:10][C:11]2=[O:39])(=O)=O.B1(C=C)OB([CH:48]=[CH2:49])OB(C=C)O1.C1C=CN=CC=1.C(=O)([O-])[O-].[K+].[K+].O, predict the reaction product. The product is: [CH:48]([C:7]1[CH:15]=[CH:14][C:13]([C:16]2[N:17]([C:32]([O:34][C:35]([CH3:36])([CH3:37])[CH3:38])=[O:33])[C:18]3[C:23]([CH:24]=2)=[CH:22][C:21]([CH2:25][N:26]2[CH2:27][CH2:28][CH2:29][CH2:30][CH2:31]2)=[CH:20][CH:19]=3)=[C:12]2[C:8]=1[CH2:9][NH:10][C:11]2=[O:39])=[CH2:49]. (2) Given the reactants [I-:1].[K+].[OH-].[K+].[F:5][C:6]([F:24])([F:23])[C:7]([C:16]1[CH:21]=[CH:20][C:19]([OH:22])=[CH:18][CH:17]=1)([O:12][CH2:13][O:14][CH3:15])[C:8]([F:11])([F:10])[F:9].Cl[O-].[Na+].S([O-])([O-])(=O)=S.[Na+].[Na+].Cl, predict the reaction product. The product is: [F:5][C:6]([F:23])([F:24])[C:7]([C:16]1[CH:21]=[CH:20][C:19]([OH:22])=[C:18]([I:1])[CH:17]=1)([O:12][CH2:13][O:14][CH3:15])[C:8]([F:10])([F:9])[F:11].